This data is from Full USPTO retrosynthesis dataset with 1.9M reactions from patents (1976-2016). The task is: Predict the reactants needed to synthesize the given product. (1) The reactants are: [CH3:1][C:2]1[O:6][N:5]=[C:4]([CH3:7])[C:3]=1[C:8]1[CH:20]=[N:19][C:18]2[C:17]3[CH:16]=[CH:15][C:14](C(O)(C)C)=[CH:13][C:12]=3[N:11]([CH:25]([CH:32]3[CH2:37][CH2:36][O:35][CH2:34][CH2:33]3)[C:26]3[CH:31]=[CH:30][CH:29]=[CH:28][CH:27]=3)[C:10]=2[CH:9]=1.C[C:39]1[C:43]([C:44]2C=NC3C4C=[CH:42][C:43]([CH2:44]C(OCC)=O)=[CH:39]C=4NC=3C=2)=[C:42](C)ON=1.C1([C@@H](C2CCOCC2)[OH:71])C=CC=CC=1. Given the product [CH3:1][C:2]1[O:6][N:5]=[C:4]([CH3:7])[C:3]=1[C:8]1[CH:20]=[N:19][C:18]2[C:17]3[CH:16]=[CH:15][C:14]([CH2:42][C:43]([CH3:44])([OH:71])[CH3:39])=[CH:13][C:12]=3[N:11]([C@@H:25]([CH:32]3[CH2:33][CH2:34][O:35][CH2:36][CH2:37]3)[C:26]3[CH:31]=[CH:30][CH:29]=[CH:28][CH:27]=3)[C:10]=2[CH:9]=1, predict the reactants needed to synthesize it. (2) The reactants are: [Br:1][C:2]1[CH:3]=[CH:4][C:5]([C:8]([OH:10])=O)=[N:6][CH:7]=1.CN(C(ON1N=NC2C=CC=NC1=2)=[N+](C)C)C.F[P-](F)(F)(F)(F)F.C(N(CC)CC)C.[CH:42]([O:45][C@H:46]1[C:60]2[C:55](=[CH:56][CH:57]=[CH:58][CH:59]=2)[O:54][C:48]2([CH2:53][CH2:52][NH:51][CH2:50][CH2:49]2)[CH2:47]1)([CH3:44])[CH3:43]. Given the product [Br:1][C:2]1[CH:3]=[CH:4][C:5]([C:8]([N:51]2[CH2:52][CH2:53][C:48]3([CH2:47][C@@H:46]([O:45][CH:42]([CH3:44])[CH3:43])[C:60]4[C:55](=[CH:56][CH:57]=[CH:58][CH:59]=4)[O:54]3)[CH2:49][CH2:50]2)=[O:10])=[N:6][CH:7]=1, predict the reactants needed to synthesize it. (3) Given the product [CH2:26]([N:22]1[CH2:23][C:24](=[O:25])[N:9]2[C@H:10]([CH2:11][C:12]3[C:20]4[CH:19]=[CH:18][CH:17]=[CH:16][C:15]=4[NH:14][C:13]=3[C@@H:8]2[C:5]2[CH:6]=[CH:7][C:2]([NH:1][S:39]([CH3:38])(=[O:41])=[O:40])=[CH:3][CH:4]=2)[C:21]1=[O:30])[CH2:27][CH2:28][CH3:29], predict the reactants needed to synthesize it. The reactants are: [NH2:1][C:2]1[CH:7]=[CH:6][C:5]([C@H:8]2[C:13]3[NH:14][C:15]4[CH:16]=[CH:17][CH:18]=[CH:19][C:20]=4[C:12]=3[CH2:11][C@@H:10]3[C:21](=[O:30])[N:22]([CH2:26][CH2:27][CH2:28][CH3:29])[CH2:23][C:24](=[O:25])[N:9]23)=[CH:4][CH:3]=1.C(N(CC)CC)C.[CH3:38][S:39](Cl)(=[O:41])=[O:40]. (4) Given the product [Br:21][CH:9]([C:6]1[CH:5]=[CH:4][C:3]([O:2][CH3:1])=[CH:8][CH:7]=1)[C:10]([O:12][CH3:13])=[O:11], predict the reactants needed to synthesize it. The reactants are: [CH3:1][O:2][C:3]1[CH:8]=[CH:7][C:6]([CH2:9][C:10]([O:12][CH3:13])=[O:11])=[CH:5][CH:4]=1.C1C(=O)N([Br:21])C(=O)C1.